The task is: Predict the reactants needed to synthesize the given product.. This data is from Retrosynthesis with 50K atom-mapped reactions and 10 reaction types from USPTO. Given the product COC(=O)c1cc(Br)cc2c1cnn2-c1ccc(F)cc1, predict the reactants needed to synthesize it. The reactants are: COC(=O)c1cc(Br)cc2[nH]ncc12.Fc1ccc(I)cc1.